This data is from Full USPTO retrosynthesis dataset with 1.9M reactions from patents (1976-2016). The task is: Predict the reactants needed to synthesize the given product. (1) Given the product [NH2:1][C:2]1[C:7]([NH:15][CH2:14][C:13]2[C:16]([CH3:20])=[CH:17][CH:18]=[CH:19][C:12]=2[CH2:10][CH3:11])=[N:6][C:5]([Br:9])=[CH:4][N:3]=1, predict the reactants needed to synthesize it. The reactants are: [NH2:1][C:2]1[C:7](Br)=[N:6][C:5]([Br:9])=[CH:4][N:3]=1.[CH2:10]([C:12]1[CH:19]=[CH:18][CH:17]=[C:16]([CH3:20])[C:13]=1[CH2:14][NH2:15])[CH3:11].C(N(CC)CC)C.C(=O)([O-])O.[Na+]. (2) Given the product [NH2:25][C:26]1[N:27]=[CH:28][N:29]=[C:6]([NH:8][C@H:9]([C:11]2[C:20]([C:21]([OH:23])=[O:22])=[CH:19][C:18]3[C:13](=[CH:14][CH:15]=[C:16]([F:24])[CH:17]=3)[N:12]=2)[CH3:10])[C:31]=1[C:32]#[N:33], predict the reactants needed to synthesize it. The reactants are: C(O[C:6]([NH:8][C@H:9]([C:11]1[C:20]([C:21]([OH:23])=[O:22])=[CH:19][C:18]2[C:13](=[CH:14][CH:15]=[C:16]([F:24])[CH:17]=2)[N:12]=1)[CH3:10])=O)(C)(C)C.[NH2:25][C:26]1[C:31]([C:32]#[N:33])=C(Cl)[N:29]=[CH:28][N:27]=1. (3) The reactants are: [CH2:1]=[C:2]([C:4]1[C:9]2[O:10][C:11]3[CH:16]=[CH:15][CH:14]=[CH:13][C:12]=3[C:8]=2[CH:7]=[CH:6][CH:5]=1)[CH3:3]. Given the product [CH:2]([C:4]1[C:9]2[O:10][C:11]3[CH:16]=[CH:15][CH:14]=[CH:13][C:12]=3[C:8]=2[CH:7]=[CH:6][CH:5]=1)([CH3:3])[CH3:1], predict the reactants needed to synthesize it. (4) Given the product [NH:28]([C:2]1[N:11]=[CH:10][CH:9]=[C:8]2[C:3]=1[CH:4]=[C:5]([C:21]1[CH:26]=[CH:25][CH:24]=[CH:23][CH:22]=1)[C:6](=[O:20])[NH:7]2)[NH2:29], predict the reactants needed to synthesize it. The reactants are: Cl[C:2]1[N:11]=[CH:10][CH:9]=[C:8]2[C:3]=1[CH:4]=[C:5]([C:21]1[CH:26]=[CH:25][CH:24]=[CH:23][CH:22]=1)[C:6](=[O:20])[N:7]2NC(OC(C)(C)C)=O.O.[NH2:28][NH2:29]. (5) Given the product [I:20][C:18]1[CH:17]=[CH:16][C:15]2[NH:21][C:1](=[O:2])[NH:13][C:14]=2[CH:19]=1, predict the reactants needed to synthesize it. The reactants are: [C:1](N1C=CN=C1)(N1C=CN=C1)=[O:2].[NH2:13][C:14]1[CH:19]=[C:18]([I:20])[CH:17]=[CH:16][C:15]=1[NH2:21]. (6) Given the product [NH2:9][C:10]1[C:2]([Br:1])=[C:3]([CH3:13])[CH:4]=[CH:5][C:6]=1[C:7]([OH:12])=[O:14], predict the reactants needed to synthesize it. The reactants are: [Br:1][C:2]1[C:3]([CH3:13])=[CH:4][CH:5]=[C:6]2[C:10]=1[NH:9]C(=O)[C:7]2=[O:12].[OH-:14].[K+].[Cl-].[K+].OO. (7) Given the product [CH:3]1([C:9](=[O:17])[CH:10]=[CH:36][C:31]2[CH:32]=[N:33][CH:34]=[CH:35][C:30]=2[C:28]2[N:27]=[CH:26][N:25]([C:24]([C:44]3[CH:49]=[CH:48][CH:47]=[CH:46][CH:45]=3)([C:18]3[CH:19]=[CH:20][CH:21]=[CH:22][CH:23]=3)[C:38]3[CH:43]=[CH:42][CH:41]=[CH:40][CH:39]=3)[CH:29]=2)[CH2:8][CH2:7][CH2:6][CH2:5][CH2:4]1, predict the reactants needed to synthesize it. The reactants are: [H-].[Na+].[CH:3]1([C:9](=[O:17])[CH2:10]P(=O)(OC)OC)[CH2:8][CH2:7][CH2:6][CH2:5][CH2:4]1.[C:18]1([C:24]([C:44]2[CH:49]=[CH:48][CH:47]=[CH:46][CH:45]=2)([C:38]2[CH:43]=[CH:42][CH:41]=[CH:40][CH:39]=2)[N:25]2[CH:29]=[C:28]([C:30]3[CH:35]=[CH:34][N:33]=[CH:32][C:31]=3[CH:36]=O)[N:27]=[CH:26]2)[CH:23]=[CH:22][CH:21]=[CH:20][CH:19]=1.